From a dataset of Forward reaction prediction with 1.9M reactions from USPTO patents (1976-2016). Predict the product of the given reaction. (1) Given the reactants [N:1]1[CH:6]=[CH:5][C:4]([C:7]2[CH:16]=[CH:15][CH:14]=[CH:13][C:8]=2[C:9]([O:11]C)=[O:10])=[N:3][CH:2]=1.[ClH:17], predict the reaction product. The product is: [ClH:17].[N:1]1[CH:6]=[CH:5][C:4]([C:7]2[CH:16]=[CH:15][CH:14]=[CH:13][C:8]=2[C:9]([OH:11])=[O:10])=[N:3][CH:2]=1. (2) Given the reactants [Cl:1][C:2]1[C:7](=[O:8])[N:6]([C:9]2[CH:10]=[C:11]([CH:15]=[CH:16][C:17]=2[CH3:18])[C:12](O)=[O:13])[C:5]([CH3:19])=[N:4][C:3]=1[O:20][CH2:21][C:22]1[CH:27]=[CH:26][C:25]([F:28])=[CH:24][C:23]=1[F:29].C[N:31]1CC[O:34][CH2:33][CH2:32]1.ClC(OCC(C)C)=O.C(CN)O, predict the reaction product. The product is: [Cl:1][C:2]1[C:7](=[O:8])[N:6]([C:9]2[CH:10]=[C:11]([CH:15]=[CH:16][C:17]=2[CH3:18])[C:12]([NH:31][CH2:32][CH2:33][OH:34])=[O:13])[C:5]([CH3:19])=[N:4][C:3]=1[O:20][CH2:21][C:22]1[CH:27]=[CH:26][C:25]([F:28])=[CH:24][C:23]=1[F:29]. (3) Given the reactants [NH2:1][C:2](=O)[CH:3]([NH:5][C:6](=[O:12])[O:7][C:8]([CH3:11])([CH3:10])[CH3:9])[CH3:4].B, predict the reaction product. The product is: [NH2:1][CH2:2][CH:3]([NH:5][C:6](=[O:12])[O:7][C:8]([CH3:11])([CH3:10])[CH3:9])[CH3:4]. (4) Given the reactants C[N:2]([C:17]([NH:19][CH2:20][CH2:21][C:22]1[CH:27]=[CH:26][CH:25]=[C:24]([O:28][CH3:29])[CH:23]=1)=[O:18])[C@@H:3]([C:14]([OH:16])=[O:15])[CH2:4][C:5]1[CH:10]=[C:9]([Br:11])[C:8]([OH:12])=[C:7]([Br:13])[CH:6]=1.[OH-].[Li+].[K+].[Br-].C(OCC)(=O)C.CO, predict the reaction product. The product is: [Br:11][C:9]1[CH:10]=[C:5]([CH:6]=[C:7]([Br:13])[C:8]=1[OH:12])[CH2:4][C@H:3]([C:14]([OH:16])=[O:15])[NH:2][C:17]([NH:19][CH2:20][CH2:21][C:22]1[CH:27]=[CH:26][CH:25]=[C:24]([O:28][CH3:29])[CH:23]=1)=[O:18]. (5) Given the reactants C([O:3][C:4]([C:6]1[S:7][C:8]([O:19][C:20]2[N:25]=[CH:24][CH:23]=[CH:22][N:21]=2)=[C:9]2[C:17]3[N:16]([CH3:18])[N:15]=[CH:14][C:13]=3[CH2:12][CH2:11][C:10]=12)=[O:5])C.[OH-].[K+].C(O)C.Cl, predict the reaction product. The product is: [CH3:18][N:16]1[C:17]2[C:9]3=[C:8]([O:19][C:20]4[N:25]=[CH:24][CH:23]=[CH:22][N:21]=4)[S:7][C:6]([C:4]([OH:5])=[O:3])=[C:10]3[CH2:11][CH2:12][C:13]=2[CH:14]=[N:15]1. (6) The product is: [NH2:3][C:8]1[N:13]=[C:12]([CH2:14][CH2:15][CH2:16][O:17][C:18]2[CH:19]=[CH:20][C:21]([NH:24][C:25]([C:27]3[C:28]([C:34]4[CH:35]=[CH:36][C:37]([C:40]([F:43])([F:41])[F:42])=[CH:38][CH:39]=4)=[CH:29][C:30]([CH3:33])=[CH:31][CH:32]=3)=[O:26])=[CH:22][CH:23]=2)[CH:11]=[CH:10][CH:9]=1. Given the reactants CC1[N:3]([C:8]2[N:13]=[C:12]([CH2:14][CH2:15][CH2:16][O:17][C:18]3[CH:23]=[CH:22][C:21]([NH:24][C:25]([C:27]4[C:28]([C:34]5[CH:39]=[CH:38][C:37]([C:40]([F:43])([F:42])[F:41])=[CH:36][CH:35]=5)=[CH:29][C:30]([CH3:33])=[CH:31][CH:32]=4)=[O:26])=[CH:20][CH:19]=3)[CH:11]=[CH:10][CH:9]=2)C(C)=CC=1.Cl.NO.C(N(CC)CC)C, predict the reaction product. (7) Given the reactants [NH2:1][C:2]1[C:10]([I:11])=[CH:9][CH:8]=[CH:7][C:3]=1[C:4](O)=[O:5].[CH3:12][N:13]=[C:14]=[S:15], predict the reaction product. The product is: [I:11][C:10]1[CH:9]=[CH:8][CH:7]=[C:3]2[C:2]=1[NH:1][C:14](=[S:15])[N:13]([CH3:12])[C:4]2=[O:5]. (8) Given the reactants [CH3:1][O:2][C:3]([C:5]1[CH:10]=[CH:9][C:8](B(O)O)=[CH:7][CH:6]=1)=[O:4].Br[C:15]1[CH:16]=[N:17][N:18]2[CH2:23][CH2:22][CH2:21][NH:20][C:19]=12.C(=O)([O-])[O-].[K+].[K+].C1(P(C2CCCCC2)C2C=CC=CC=2C2C(OC)=CC=CC=2OC)CCCCC1.[F-].[Cs+], predict the reaction product. The product is: [N:17]1[N:18]2[CH2:23][CH2:22][CH2:21][NH:20][C:19]2=[C:15]([C:8]2[CH:9]=[CH:10][C:5]([C:3]([O:2][CH3:1])=[O:4])=[CH:6][CH:7]=2)[CH:16]=1. (9) Given the reactants Br[C:2]1[CH:3]=[C:4]([OH:14])[CH:5]=[C:6]([C:8]2[CH:13]=[CH:12][CH:11]=[CH:10][CH:9]=2)[CH:7]=1.CCCCCCC.[CH3:22][N:23](C=O)C, predict the reaction product. The product is: [OH:14][C:4]1[CH:3]=[C:2]([C:22]#[N:23])[CH:7]=[C:6]([C:8]2[CH:13]=[CH:12][CH:11]=[CH:10][CH:9]=2)[CH:5]=1.